Task: Predict the product of the given reaction.. Dataset: Forward reaction prediction with 1.9M reactions from USPTO patents (1976-2016) (1) Given the reactants C1(C)C=CC(S([O-])(=O)=O)=CC=1.[NH+]1C=CC=CC=1.[C:18]1([C:24]2[CH:59]=[CH:58][C:27]([C:28]([O:30][C@@H:31]3[CH2:39][C@@H:34]4[O:35][C:36](=[O:38])[CH2:37][C@@H:33]4[C@H:32]3/[CH:40]=[CH:41]/[C@@H:42]([O:51]C3CCCCO3)[CH2:43][CH2:44][C:45]3[CH:50]=[CH:49][CH:48]=[CH:47][CH:46]=3)=[O:29])=[CH:26][CH:25]=2)[CH:23]=[CH:22][CH:21]=[CH:20][CH:19]=1, predict the reaction product. The product is: [OH:51][C@H:42]([CH2:43][CH2:44][C:45]1[CH:50]=[CH:49][CH:48]=[CH:47][CH:46]=1)/[CH:41]=[CH:40]/[C@@H:32]1[C@@H:33]2[C@@H:34]([O:35][C:36](=[O:38])[CH2:37]2)[CH2:39][C@H:31]1[O:30][C:28](=[O:29])[C:27]1[CH:58]=[CH:59][C:24]([C:18]2[CH:19]=[CH:20][CH:21]=[CH:22][CH:23]=2)=[CH:25][CH:26]=1. (2) Given the reactants [N+:1]([C:4]1[CH:5]=[C:6]([C:10]2[C:11]([S:16]([OH:19])(=O)=[O:17])=[CH:12][CH:13]=[CH:14][CH:15]=2)[CH:7]=[CH:8][CH:9]=1)([O-:3])=[O:2].CN(C=O)C.C1(C)C=CC=CC=1.S(Cl)([Cl:34])=O, predict the reaction product. The product is: [N+:1]([C:4]1[CH:5]=[C:6]([C:10]2[C:11]([S:16]([Cl:34])(=[O:19])=[O:17])=[CH:12][CH:13]=[CH:14][CH:15]=2)[CH:7]=[CH:8][CH:9]=1)([O-:3])=[O:2]. (3) Given the reactants [O:1]1[CH2:6][CH2:5][CH:4]([N:7]2[CH2:12][CH2:11][N:10]([C:13]3[CH:19]=[CH:18][C:16]([NH2:17])=[CH:15][CH:14]=3)[CH2:9][CH2:8]2)[CH2:3][CH2:2]1.N1C=CC(N2CCNCC2)=CC=1.C(=O)([O-])[O-].[K+].[K+].[Cl:38][C:39]1[N:44]=[C:43](Cl)[N:42]=[CH:41][N:40]=1, predict the reaction product. The product is: [Cl:38][C:39]1[N:44]=[CH:43][N:42]=[C:41]([NH:17][C:16]2[CH:18]=[CH:19][C:13]([N:10]3[CH2:11][CH2:12][N:7]([CH:4]4[CH2:3][CH2:2][O:1][CH2:6][CH2:5]4)[CH2:8][CH2:9]3)=[CH:14][CH:15]=2)[N:40]=1. (4) Given the reactants [C:1]([C:5]1[CH:6]=[C:7]([CH2:12][CH:13]([O:19][CH2:20][CH3:21])[C:14]([O:16][CH2:17][CH3:18])=[O:15])[CH:8]=[CH:9][C:10]=1[OH:11])([CH3:4])([CH3:3])[CH3:2].[CH3:22][S:23]([O:26][C:27]1[CH:32]=[CH:31][C:30]([CH2:33][CH2:34]OS(C)(=O)=O)=[CH:29][CH:28]=1)(=[O:25])=[O:24].C(=O)([O-])[O-].[K+].[K+], predict the reaction product. The product is: [C:1]([C:5]1[CH:6]=[C:7]([CH2:12][CH:13]([O:19][CH2:20][CH3:21])[C:14]([O:16][CH2:17][CH3:18])=[O:15])[CH:8]=[CH:9][C:10]=1[O:11][CH2:34][CH2:33][C:30]1[CH:29]=[CH:28][C:27]([O:26][S:23]([CH3:22])(=[O:24])=[O:25])=[CH:32][CH:31]=1)([CH3:2])([CH3:4])[CH3:3]. (5) Given the reactants [Cl:1][C:2]1[N:10]=[C:9]2[C:5]([N:6]([CH2:11][C@H:12]3[CH2:17][CH2:16][C@H:15]([CH3:18])[CH2:14][CH2:13]3)[CH:7]=[N:8]2)=[C:4](Cl)[N:3]=1.[Cl:20][C:21]1[CH:22]=[C:23](B(O)O)[CH:24]=[C:25]([OH:27])[CH:26]=1.P([O-])([O-])([O-])=O.[K+].[K+].[K+], predict the reaction product. The product is: [Cl:20][C:21]1[CH:26]=[C:25]([OH:27])[CH:24]=[C:23]([C:4]2[N:3]=[C:2]([Cl:1])[N:10]=[C:9]3[C:5]=2[N:6]([CH2:11][C@H:12]2[CH2:17][CH2:16][C@H:15]([CH3:18])[CH2:14][CH2:13]2)[CH:7]=[N:8]3)[CH:22]=1. (6) Given the reactants [O:1]([C@H:9]1[CH:13]=[CH:12][C@H:11]([OH:14])[CH2:10]1)[Si](C(C)(C)C)(C)C.CC[O:17][C:18]([CH3:20])=[O:19].[CH3:21][CH2:22]CCCC, predict the reaction product. The product is: [OH:14][C@@H:11]1[CH:12]=[CH:13][C@@H:9]([O:1][CH:20]([CH2:21][CH3:22])[C:18]([OH:17])=[O:19])[CH2:10]1.